Dataset: Forward reaction prediction with 1.9M reactions from USPTO patents (1976-2016). Task: Predict the product of the given reaction. (1) The product is: [C:39]([C:36]1[C:37](=[O:38])[N:32]([CH2:31][CH:26]2[CH2:30][CH2:29][CH2:28][CH2:27]2)[N:33]=[C:34]([C:43]2[CH:48]=[CH:47][C:46]([O:49][CH3:50])=[C:45]([F:51])[CH:44]=2)[CH:35]=1)([OH:41])=[O:40]. Given the reactants FC1C=C(F)C=CC=1C1C=C(COS(C)(=O)=O)C(=O)N(CC(C)C)N=1.[CH:26]1([CH2:31][N:32]2[C:37](=[O:38])[C:36]([C:39]([O:41]C)=[O:40])=[CH:35][C:34]([C:43]3[CH:48]=[CH:47][C:46]([O:49][CH3:50])=[C:45]([F:51])[CH:44]=3)=[N:33]2)[CH2:30][CH2:29][CH2:28][CH2:27]1, predict the reaction product. (2) Given the reactants [CH:1]([C:3]1[CH:18]=[CH:17][C:6]([C:7]([O:9][CH2:10][C:11]2[CH:16]=[CH:15][CH:14]=[CH:13][CH:12]=2)=[O:8])=[CH:5][CH:4]=1)=O.Cl.[NH2:20][CH2:21][C:22]1[CH:31]=[CH:30][C:25]([C:26]([O:28][CH3:29])=[O:27])=[CH:24][CH:23]=1.C(O[BH-](OC(=O)C)OC(=O)C)(=O)C.[Na+], predict the reaction product. The product is: [NH:20]([CH2:21][C:22]1[CH:23]=[CH:24][C:25]([C:26]([O:28][CH3:29])=[O:27])=[CH:30][CH:31]=1)[CH2:1][C:3]1[CH:18]=[CH:17][C:6]([C:7]([O:9][CH2:10][C:11]2[CH:16]=[CH:15][CH:14]=[CH:13][CH:12]=2)=[O:8])=[CH:5][CH:4]=1. (3) Given the reactants C(OCCCOC1C=CNC(=S)C=1C)C.ClC[C:18]1[NH:19][C:20]2[CH:26]=[CH:25][CH:24]=[CH:23][C:21]=2[N:22]=1.[OH-].[Na+], predict the reaction product. The product is: [NH:19]1[C:20]2[CH:26]=[CH:25][CH:24]=[CH:23][C:21]=2[N:22]=[CH:18]1. (4) Given the reactants [CH3:1][C:2]([C:5]1[C:24]([O:25][CH:26]([CH3:28])[CH3:27])=[CH:23][C:8]2[C:9]([C:19]([NH:21][CH3:22])=[O:20])=[C:10]([C:12]3[CH:17]=[CH:16][C:15]([F:18])=[CH:14][CH:13]=3)[O:11][C:7]=2[CH:6]=1)=[CH:3][CH3:4].[H][H], predict the reaction product. The product is: [CH:2]([C:5]1[C:24]([O:25][CH:26]([CH3:27])[CH3:28])=[CH:23][C:8]2[C:9]([C:19]([NH:21][CH3:22])=[O:20])=[C:10]([C:12]3[CH:13]=[CH:14][C:15]([F:18])=[CH:16][CH:17]=3)[O:11][C:7]=2[CH:6]=1)([CH2:3][CH3:4])[CH3:1]. (5) Given the reactants [CH3:1][C:2]([C:4]1[CH:5]=[CH:6][C:7]([S:10]([CH3:13])(=[O:12])=[O:11])=[CH:8][CH:9]=1)=[O:3].CC[O-].[Na+].[C:18](OCC)(=[O:24])[C:19]([O:21][CH2:22][CH3:23])=[O:20], predict the reaction product. The product is: [CH2:22]([O:21][C:19](=[O:20])[C:18](=[O:24])[CH2:1][C:2]([C:4]1[CH:5]=[CH:6][C:7]([S:10]([CH3:13])(=[O:12])=[O:11])=[CH:8][CH:9]=1)=[O:3])[CH3:23]. (6) Given the reactants Br[C:2]1[CH:3]=[CH:4][C:5]([O:8][CH3:9])=[N:6][CH:7]=1.[Li]CCCC.CN([CH:18]=[O:19])C.[NH4+].[Cl-], predict the reaction product. The product is: [CH3:9][O:8][C:5]1[CH:4]=[CH:3][C:2]([CH:18]=[O:19])=[CH:7][N:6]=1. (7) Given the reactants [CH3:1][S:2]([C:5]1[CH:6]=[C:7]([C:11]2[CH:12]=[C:13]3[C:19]([C:20]4[CH:21]=[C:22]([CH2:26][CH2:27][NH:28]C(=O)OC(C)(C)C)[CH:23]=[CH:24][CH:25]=4)=[CH:18][NH:17][C:14]3=[N:15][CH:16]=2)[CH:8]=[CH:9][CH:10]=1)(=[O:4])=[O:3].FC(F)(F)C(O)=O, predict the reaction product. The product is: [CH3:1][S:2]([C:5]1[CH:6]=[C:7]([C:11]2[CH:12]=[C:13]3[C:19]([C:20]4[CH:21]=[C:22]([CH2:26][CH2:27][NH2:28])[CH:23]=[CH:24][CH:25]=4)=[CH:18][NH:17][C:14]3=[N:15][CH:16]=2)[CH:8]=[CH:9][CH:10]=1)(=[O:3])=[O:4]. (8) Given the reactants [CH3:1][C:2]1[C:7]2[N:8]=[C:9]([C:11]3[CH:16]=[CH:15][C:14]([O:17][CH3:18])=[CH:13][CH:12]=3)[S:10][C:6]=2[CH:5]=[C:4]([O:19][CH3:20])[C:3]=1C(O)=O.[OH-:24].[Na+].C1C[O:29]CC1, predict the reaction product. The product is: [C:1]([C:2]1[C:7]2[N:8]=[C:9]([C:11]3[CH:16]=[CH:15][C:14]([O:17][CH3:18])=[CH:13][CH:12]=3)[S:10][C:6]=2[CH:5]=[C:4]([O:19][CH3:20])[CH:3]=1)([OH:29])=[O:24].